The task is: Predict which catalyst facilitates the given reaction.. This data is from Catalyst prediction with 721,799 reactions and 888 catalyst types from USPTO. (1) Reactant: C([Si]([O:8][CH2:9][C:10]1[CH:14]=[C:13]([CH2:15]B2OCC(C)(C)CO2)[O:12][C:11]=1[CH3:24])(C)C)(C)(C)C.ClC1[CH:31]=[CH:30][C:29]([C:32]([F:35])([F:34])[F:33])=[CH:28][N:27]=1.C(=O)([O-])[O-].[Na+].[Na+].COCCOC. Product: [CH3:24][C:11]1[O:12][C:13]([C:15]2[CH:31]=[CH:30][C:29]([C:32]([F:35])([F:34])[F:33])=[CH:28][N:27]=2)=[CH:14][C:10]=1[CH2:9][OH:8]. The catalyst class is: 103. (2) Reactant: [NH2:1][C:2]1[C:11]([F:12])=[C:10]([F:13])[CH:9]=[C:8]2[C:3]=1[C:4](=[O:25])[C:5]([C:22]([O-:24])=[O:23])=[CH:6][N:7]2[CH2:14][CH2:15][C:16]1[CH:21]=[CH:20][CH:19]=[CH:18][CH:17]=1.OS(O)(=O)=O. Product: [NH2:1][C:2]1[C:11]([F:12])=[C:10]([F:13])[CH:9]=[C:8]2[C:3]=1[C:4](=[O:25])[C:5]([C:22]([OH:24])=[O:23])=[CH:6][N:7]2[CH2:14][CH2:15][C:16]1[CH:21]=[CH:20][CH:19]=[CH:18][CH:17]=1. The catalyst class is: 313. (3) Reactant: [Cl:1][C:2]1[CH:3]=[C:4]([C:8]#[C:9][C:10]2[NH:11][O:12][CH:13]3[NH:17][CH2:16][CH2:15][C:14]=23)[CH:5]=[CH:6][CH:7]=1.C(N(CC)CC)C.[C:25]([N:29]=[C:30]=[O:31])([CH3:28])([CH3:27])[CH3:26].O. Product: [C:25]([NH:29][C:30]([N:17]1[CH:13]2[CH:14]([C:10]([C:9]#[C:8][C:4]3[CH:5]=[CH:6][CH:7]=[C:2]([Cl:1])[CH:3]=3)=[N:11][O:12]2)[CH2:15][CH2:16]1)=[O:31])([CH3:28])([CH3:27])[CH3:26]. The catalyst class is: 2.